Dataset: Catalyst prediction with 721,799 reactions and 888 catalyst types from USPTO. Task: Predict which catalyst facilitates the given reaction. (1) Reactant: [CH3:1][O:2][C:3]1[CH:12]=[C:6]2[N:7]=[CH:8][C:9]([NH2:11])=[CH:10][N:5]2[N:4]=1.[F:13][C:14]1[C:22]([NH:23][S:24]([CH2:27][CH2:28][CH3:29])(=[O:26])=[O:25])=[CH:21][CH:20]=[C:19]([F:30])[C:15]=1[C:16](O)=[O:17].Cl.C(N=C=NCCCN(C)C)C.ON1C2C=CC=CC=2N=N1. Product: [F:13][C:14]1[C:22]([NH:23][S:24]([CH2:27][CH2:28][CH3:29])(=[O:25])=[O:26])=[CH:21][CH:20]=[C:19]([F:30])[C:15]=1[C:16]([NH:11][C:9]1[CH:8]=[N:7][C:6]2[N:5]([N:4]=[C:3]([O:2][CH3:1])[CH:12]=2)[CH:10]=1)=[O:17]. The catalyst class is: 31. (2) Reactant: [C:1]([O:5][C:6](=[O:17])[C:7]1[C:12]([F:13])=[CH:11][CH:10]=[C:9]([OH:14])[C:8]=1[O:15][CH3:16])([CH3:4])([CH3:3])[CH3:2].C(N(CC)CC)C.[F:25][C:26]([F:45])([F:44])[S:27](N([S:27]([C:26]([F:45])([F:44])[F:25])(=[O:29])=[O:28])C1C=CC=CC=1)(=[O:29])=[O:28]. Product: [C:1]([O:5][C:6](=[O:17])[C:7]1[C:12]([F:13])=[CH:11][CH:10]=[C:9]([O:14][S:27]([C:26]([F:45])([F:44])[F:25])(=[O:29])=[O:28])[C:8]=1[O:15][CH3:16])([CH3:4])([CH3:3])[CH3:2]. The catalyst class is: 154. (3) Reactant: C([O:4][CH2:5][C:6]1[CH:22]=[C:9]2[C:10](=[O:21])[N:11]([C:14]3[CH:19]=[CH:18][C:17]([F:20])=[CH:16][CH:15]=3)[CH2:12][CH2:13][N:8]2[N:7]=1)(=O)C.[Li+].[OH-]. Product: [F:20][C:17]1[CH:18]=[CH:19][C:14]([N:11]2[CH2:12][CH2:13][N:8]3[N:7]=[C:6]([CH2:5][OH:4])[CH:22]=[C:9]3[C:10]2=[O:21])=[CH:15][CH:16]=1. The catalyst class is: 200. (4) Reactant: [CH2:1]([N:8]1[C:16]2[C:11](=[CH:12][C:13]([NH:17][C:18]3[C:23]([C:24]([NH:26][C@@H:27]4[CH2:32][CH2:31][C@H:30]([NH:33][C:34]([C:36]5[N:37]=[C:38]6[CH:43]=[CH:42][CH:41]=[CH:40][N:39]6[CH:44]=5)=[O:35])[CH2:29][CH2:28]4)=[O:25])=[CH:22][C:21]([F:45])=[CH:20][N:19]=3)=[CH:14][CH:15]=2)[CH:10]=[N:9]1)[C:2]1[CH:7]=[CH:6][CH:5]=[CH:4][CH:3]=1.[C:46](N1C=CN=C1)(N1C=CN=C1)=[O:47].[H-].[Na+]. Product: [CH2:1]([N:8]1[C:16]2[C:11](=[CH:12][C:13]([N:17]3[C:18]4[N:19]=[CH:20][C:21]([F:45])=[CH:22][C:23]=4[C:24](=[O:25])[N:26]([C@@H:27]4[CH2:32][CH2:31][C@H:30]([NH:33][C:34]([C:36]5[N:37]=[C:38]6[CH:43]=[CH:42][CH:41]=[CH:40][N:39]6[CH:44]=5)=[O:35])[CH2:29][CH2:28]4)[C:46]3=[O:47])=[CH:14][CH:15]=2)[CH:10]=[N:9]1)[C:2]1[CH:7]=[CH:6][CH:5]=[CH:4][CH:3]=1. The catalyst class is: 9. (5) Reactant: [S:1]1[CH:5]=[CH:4][C:3]([C:6]#[N:7])=[CH:2]1.[C:8]([Cl:11])(=[O:10])[CH3:9]. Product: [ClH:11].[CH2:8]([O:10][C:6]([C:3]1[CH:4]=[CH:5][S:1][CH:2]=1)=[NH:7])[CH3:9]. The catalyst class is: 429.